This data is from Reaction yield outcomes from USPTO patents with 853,638 reactions. The task is: Predict the reaction yield, written as a fraction of the theoretical maximum amount of product (1.0 means a 100% yield; for example, 0.34 means a 34% yield). (1) The reactants are [CH2:1]1[O:11][C:4]2([CH2:9][CH2:8][C:7](=O)[CH2:6][CH2:5]2)[O:3][CH2:2]1.[CH2:12]([NH2:15])[CH2:13][CH3:14].[H][H]. The catalyst is CO.[Pd]. The product is [O:3]1[C:4]2([CH2:9][CH2:8][CH:7]([NH:15][CH2:12][CH2:13][CH3:14])[CH2:6][CH2:5]2)[O:11][CH2:1][CH2:2]1. The yield is 1.00. (2) The reactants are O[CH2:2][C:3]1[N:8]=[C:7]([NH:9][C:10](=[O:16])[O:11][C:12]([CH3:15])([CH3:14])[CH3:13])[CH:6]=[CH:5][CH:4]=1.N1C=CC=CC=1.O=S(Cl)[Cl:25]. The catalyst is C(Cl)Cl. The product is [Cl:25][CH2:2][C:3]1[N:8]=[C:7]([NH:9][C:10](=[O:16])[O:11][C:12]([CH3:15])([CH3:14])[CH3:13])[CH:6]=[CH:5][CH:4]=1. The yield is 0.500. (3) The reactants are [O:1]1[CH2:6][CH2:5][N:4]([CH:7]2[CH2:10][N:9](C(OC(C)(C)C)=O)[CH2:8]2)[CH2:3][CH2:2]1.Cl.O1CCOCC1. The catalyst is C(Cl)Cl. The product is [NH:9]1[CH2:10][CH:7]([N:4]2[CH2:5][CH2:6][O:1][CH2:2][CH2:3]2)[CH2:8]1. The yield is 1.00. (4) The reactants are [CH2:1]([C:3]1[CH:8]=[CH:7][CH:6]=[CH:5][C:4]=1[OH:9])[CH3:2].[BrH:10].CS(C)=O. The catalyst is C(O)(=O)C.O. The product is [Br:10][C:7]1[CH:6]=[CH:5][C:4]([OH:9])=[C:3]([CH2:1][CH3:2])[CH:8]=1. The yield is 0.990. (5) The reactants are [C:1]([NH:4][C@@H:5]1[CH2:11][C@:10]2([C:20]3[CH:25]=[CH:24][CH:23]=[CH:22][CH:21]=3)[N:12]([CH2:13][C:14]3[CH:19]=[CH:18][CH:17]=[CH:16][CH:15]=3)[C@H:6]1[CH2:7][CH2:8][C@H:9]2[O:26][CH2:27][C:28]1[CH:33]=[C:32]([C:34]([F:37])([F:36])[F:35])[CH:31]=[C:30]([C:38]([F:41])([F:40])[F:39])[CH:29]=1)(=O)[CH3:2].[N-:42]=[N+:43]=[N-:44].[Na+].FC(F)(F)S(OS(C(F)(F)F)(=O)=O)(=O)=O. The catalyst is ClCCl. The product is [CH2:13]([N:12]1[C@@H:6]2[C@H:5]([N:4]3[C:1]([CH3:2])=[N:44][N:43]=[N:42]3)[CH2:11][C@@:10]1([C:20]1[CH:25]=[CH:24][CH:23]=[CH:22][CH:21]=1)[C@H:9]([O:26][CH2:27][C:28]1[CH:29]=[C:30]([C:38]([F:40])([F:41])[F:39])[CH:31]=[C:32]([C:34]([F:36])([F:35])[F:37])[CH:33]=1)[CH2:8][CH2:7]2)[C:14]1[CH:15]=[CH:16][CH:17]=[CH:18][CH:19]=1. The yield is 0.340. (6) The reactants are [CH2:1]([O:8][C:9]1[CH:10]=[CH:11][C:12]([C@@H:20]([OH:23])[CH2:21][Br:22])=[C:13]2[C:18]=1[NH:17][C:16](=[O:19])[CH:15]=[CH:14]2)[C:2]1[CH:7]=[CH:6][CH:5]=[CH:4][CH:3]=1.CN(C)C=O.N1C(C)=CC=CC=1C.FC(F)(F)S(O[Si:43]([C:46]([CH3:49])([CH3:48])[CH3:47])([CH3:45])[CH3:44])(=O)=O. The catalyst is C1CCCCC1.CO. The product is [CH2:1]([O:8][C:9]1[CH:10]=[CH:11][C:12]([C@@H:20]([O:23][Si:43]([C:46]([CH3:49])([CH3:48])[CH3:47])([CH3:45])[CH3:44])[CH2:21][Br:22])=[C:13]2[C:18]=1[NH:17][C:16](=[O:19])[CH:15]=[CH:14]2)[C:2]1[CH:3]=[CH:4][CH:5]=[CH:6][CH:7]=1. The yield is 0.800. (7) The reactants are [CH3:1][O:2][C:3](=[O:27])[C@H:4]([NH:16][C:17]([O:19][CH2:20][C:21]1[CH:26]=[CH:25][CH:24]=[CH:23][CH:22]=1)=[O:18])[CH2:5][C:6]1[CH:15]=[CH:14][C:9]2[NH:10][C:11](=[O:13])[O:12][C:8]=2[CH:7]=1.[Br:28]N1C(=O)CCC1=O. The catalyst is C(O)(=O)C. The product is [CH3:1][O:2][C:3](=[O:27])[C@H:4]([NH:16][C:17]([O:19][CH2:20][C:21]1[CH:22]=[CH:23][CH:24]=[CH:25][CH:26]=1)=[O:18])[CH2:5][C:6]1[C:15]([Br:28])=[CH:14][C:9]2[NH:10][C:11](=[O:13])[O:12][C:8]=2[CH:7]=1. The yield is 0.340. (8) The reactants are [Cl:1][C:2]1[C:15]2[C:14](=[O:16])[C:13]3[C:8](=[CH:9][CH:10]=[CH:11][CH:12]=3)[S:7][C:6]=2[C:5]([O:17][CH2:18][CH2:19][CH2:20]I)=[CH:4][CH:3]=1.[NH:22]([CH2:26][CH2:27][OH:28])[CH2:23][CH2:24][OH:25]. The catalyst is C(#N)C. The product is [OH:25][CH2:24][CH2:23][N:22]([CH2:26][CH2:27][OH:28])[CH2:20][CH2:19][CH2:18][O:17][C:5]1[C:6]2[S:7][C:8]3[C:13](=[CH:12][CH:11]=[CH:10][CH:9]=3)[C:14](=[O:16])[C:15]=2[C:2]([Cl:1])=[CH:3][CH:4]=1. The yield is 0.560.